From a dataset of Full USPTO retrosynthesis dataset with 1.9M reactions from patents (1976-2016). Predict the reactants needed to synthesize the given product. Given the product [Br:2][C:3]1[CH:4]=[C:5]([C:13]2[N:52]([C:48]3[CH:47]=[N:46][CH:51]=[CH:50][CH:49]=3)[N:53]=[C:15]([C:16]([OH:18])=[O:17])[CH:14]=2)[CH:6]=[C:7]([O:9][CH:10]([F:11])[F:12])[CH:8]=1, predict the reactants needed to synthesize it. The reactants are: [Li].[Br:2][C:3]1[CH:4]=[C:5]([C:13]([O-])=[CH:14][C:15](=O)[C:16]([O:18]CC)=[O:17])[CH:6]=[C:7]([O:9][CH:10]([F:12])[F:11])[CH:8]=1.ClC1C=C(C2N(C3C=CC=CN=3)N=C(C(O)=O)C=2)C=C(F)C=1.Cl.[N:46]1[CH:51]=[CH:50][CH:49]=[C:48]([NH:52][NH2:53])[CH:47]=1.